From a dataset of CYP2C19 inhibition data for predicting drug metabolism from PubChem BioAssay. Regression/Classification. Given a drug SMILES string, predict its absorption, distribution, metabolism, or excretion properties. Task type varies by dataset: regression for continuous measurements (e.g., permeability, clearance, half-life) or binary classification for categorical outcomes (e.g., BBB penetration, CYP inhibition). Dataset: cyp2c19_veith. (1) The molecule is COc1ccc(NC(=O)N2CC[C@@]3(CCCN(C(=O)c4cnccn4)C3)C2)cc1. The result is 0 (non-inhibitor). (2) The drug is CCCCC(=O)Nc1cc(C(=O)NCCc2ccccc2)ccc1Cl. The result is 1 (inhibitor). (3) The compound is CN1CC[C@]23c4ccccc4N[C@@H]1[C@@]21CCN(C)[C@H]3Nc2ccccc21. The result is 0 (non-inhibitor). (4) The drug is O=C([O-])/C=C\[C@H](O)c1ccc(Cl)cc1.[Na+]. The result is 0 (non-inhibitor).